Dataset: Reaction yield outcomes from USPTO patents with 853,638 reactions. Task: Predict the reaction yield, written as a fraction of the theoretical maximum amount of product (1.0 means a 100% yield; for example, 0.34 means a 34% yield). (1) The reactants are [CH2:1]([C:3]1[C:11]([N+:12]([O-])=O)=[C:6]2[CH:7]=[CH:8][CH:9]=[CH:10][N:5]2[N:4]=1)[CH3:2].[C:15](O[C:15]([O:17][C:18]([CH3:21])([CH3:20])[CH3:19])=[O:16])([O:17][C:18]([CH3:21])([CH3:20])[CH3:19])=[O:16].CCCCCCC. The catalyst is C(O)(C)C.C(O)(=O)C.[C].[Pd]. The product is [CH2:1]([C:3]1[C:11]([NH:12][C:15](=[O:16])[O:17][C:18]([CH3:21])([CH3:20])[CH3:19])=[C:6]2[CH:7]=[CH:8][CH:9]=[CH:10][N:5]2[N:4]=1)[CH3:2]. The yield is 0.710. (2) The reactants are O[C:2]1[C:3](=[O:21])[N:4]([C:8]2[CH:13]=[CH:12][C:11]([O:14][CH2:15][C:16]([OH:19])([CH3:18])[CH3:17])=[C:10]([CH3:20])[CH:9]=2)[CH:5]=[CH:6][N:7]=1.C1CN([P+](ON2N=NC3C=CC=CC2=3)(N2CCCC2)N2CCCC2)CC1.F[P-](F)(F)(F)(F)F.C(N(C(C)C)C(C)C)C.[F:64][C:65]([F:74])([F:73])[C:66]1[CH:67]=[CH:68][C:69]([SH:72])=[N:70][CH:71]=1. The catalyst is CN(C=O)C.C([O-])(O)=O.[Na+]. The product is [OH:19][C:16]([CH3:18])([CH3:17])[CH2:15][O:14][C:11]1[CH:12]=[CH:13][C:8]([N:4]2[CH:5]=[CH:6][N:7]=[C:2]([S:72][C:69]3[CH:68]=[CH:67][C:66]([C:65]([F:64])([F:73])[F:74])=[CH:71][N:70]=3)[C:3]2=[O:21])=[CH:9][C:10]=1[CH3:20]. The yield is 0.140. (3) The reactants are CC(C)([O-])C.[Na+].F[C:8]1[CH:15]=[CH:14][C:11]([C:12]#[N:13])=[CH:10][CH:9]=1.[CH3:16][O:17][C:18]1[CH:24]=[CH:23][C:21]([NH2:22])=[CH:20][CH:19]=1.CS(C)=O. The catalyst is O. The product is [CH3:16][O:17][C:18]1[CH:24]=[CH:23][C:21]([NH:22][C:8]2[CH:15]=[CH:14][C:11]([C:12]#[N:13])=[CH:10][CH:9]=2)=[CH:20][CH:19]=1. The yield is 0.390. (4) The product is [Cl:1][C:2]1[CH:3]=[N:4][C:5]2[C:10]([C:11]=1[N:12]1[CH2:13][CH2:14][CH:15]([CH2:18][CH2:19][NH:20][CH2:41][C:38]3[CH:39]=[CH:40][C:34]4[S:33][CH2:32][C:31](=[O:30])[NH:36][C:35]=4[N:37]=3)[CH2:16][CH2:17]1)=[CH:9][C:8]([O:21][CH3:22])=[CH:7][CH:6]=2. The catalyst is C(Cl)Cl.CCO.C(Cl)(Cl)Cl.CO. The reactants are [Cl:1][C:2]1[CH:3]=[N:4][C:5]2[C:10]([C:11]=1[N:12]1[CH2:17][CH2:16][CH:15]([CH2:18][CH2:19][NH2:20])[CH2:14][CH2:13]1)=[CH:9][C:8]([O:21][CH3:22])=[CH:7][CH:6]=2.[O-]S([O-])(=O)=O.[Na+].[Na+].[O:30]=[C:31]1[NH:36][C:35]2[N:37]=[C:38]([CH:41]=O)[CH:39]=[CH:40][C:34]=2[S:33][CH2:32]1.[BH4-].[Na+]. The yield is 0.800. (5) The reactants are Cl.[S:2]([N:12]1[C:16]2=[N:17][CH:18]=[C:19]([CH2:21][NH2:22])[N:20]=[C:15]2[CH:14]=[CH:13]1)([C:5]1[CH:11]=[CH:10][C:8]([CH3:9])=[CH:7][CH:6]=1)(=[O:4])=[O:3].[C:23](N1C=CN=C1)(N1C=CN=C1)=[S:24].[NH:35]1[CH2:39][CH2:38][CH:37]([NH:40][C:41](=[O:47])[O:42][C:43]([CH3:46])([CH3:45])[CH3:44])[CH2:36]1.C([O-])(O)=O.[Na+]. The catalyst is C(Cl)Cl. The product is [S:2]([N:12]1[C:16]2=[N:17][CH:18]=[C:19]([CH2:21][NH:22][C:23]([N:35]3[CH2:39][CH2:38][CH:37]([NH:40][C:41](=[O:47])[O:42][C:43]([CH3:44])([CH3:46])[CH3:45])[CH2:36]3)=[S:24])[N:20]=[C:15]2[CH:14]=[CH:13]1)([C:5]1[CH:6]=[CH:7][C:8]([CH3:9])=[CH:10][CH:11]=1)(=[O:3])=[O:4]. The yield is 0.690. (6) The reactants are Br[C:2]1[N:7]2[CH:8]=[CH:9][N:10]=[C:6]2[C:5]([N:11]2[CH2:16][CH2:15][N:14]([C:17]([O:19][C:20]([CH3:23])([CH3:22])[CH3:21])=[O:18])[CH2:13][CH2:12]2)=[N:4][CH:3]=1.[S:24]1[CH:28]=[CH:27][CH:26]=[C:25]1B(O)O.C([O-])([O-])=O.[Cs+].[Cs+]. The catalyst is Cl[Pd](Cl)([P](C1C=CC=CC=1)(C1C=CC=CC=1)C1C=CC=CC=1)[P](C1C=CC=CC=1)(C1C=CC=CC=1)C1C=CC=CC=1.CN(C=O)C. The product is [S:24]1[CH:28]=[CH:27][CH:26]=[C:25]1[C:2]1[N:7]2[CH:8]=[CH:9][N:10]=[C:6]2[C:5]([N:11]2[CH2:16][CH2:15][N:14]([C:17]([O:19][C:20]([CH3:23])([CH3:22])[CH3:21])=[O:18])[CH2:13][CH2:12]2)=[N:4][CH:3]=1. The yield is 0.720. (7) The catalyst is C(O)C. The yield is 0.930. The reactants are [NH:1]1[C:9]2[C:4](=[CH:5][CH:6]=[CH:7][CH:8]=2)[C:3](/[CH:10]=[CH:11]/[C:12]2[CH:27]=[CH:26][C:15]([O:16][CH2:17][C:18]([N:20]3[CH2:25][CH2:24][O:23][CH2:22][CH2:21]3)=[O:19])=[C:14]([O:28][CH3:29])[C:13]=2[N+:30]([O-])=O)=[N:2]1.[Sn].Cl.[OH-].[Na+]. The product is [NH2:30][C:13]1[C:14]([O:28][CH3:29])=[C:15]([CH:26]=[CH:27][C:12]=1/[CH:11]=[CH:10]/[C:3]1[C:4]2[C:9](=[CH:8][CH:7]=[CH:6][CH:5]=2)[NH:1][N:2]=1)[O:16][CH2:17][C:18]([N:20]1[CH2:21][CH2:22][O:23][CH2:24][CH2:25]1)=[O:19].